This data is from NCI-60 drug combinations with 297,098 pairs across 59 cell lines. The task is: Regression. Given two drug SMILES strings and cell line genomic features, predict the synergy score measuring deviation from expected non-interaction effect. (1) Drug 1: C1CN1C2=NC(=NC(=N2)N3CC3)N4CC4. Drug 2: C(CC(=O)O)C(=O)CN.Cl. Cell line: OVCAR-8. Synergy scores: CSS=8.27, Synergy_ZIP=-4.14, Synergy_Bliss=-9.78, Synergy_Loewe=-40.3, Synergy_HSA=-11.3. (2) Drug 1: C1=CN(C(=O)N=C1N)C2C(C(C(O2)CO)O)O.Cl. Drug 2: C1=CC=C(C(=C1)C(C2=CC=C(C=C2)Cl)C(Cl)Cl)Cl. Cell line: UACC-257. Synergy scores: CSS=10.4, Synergy_ZIP=-2.86, Synergy_Bliss=-2.17, Synergy_Loewe=-5.35, Synergy_HSA=-2.14. (3) Synergy scores: CSS=26.2, Synergy_ZIP=-2.74, Synergy_Bliss=-4.89, Synergy_Loewe=-11.7, Synergy_HSA=-7.15. Cell line: HL-60(TB). Drug 1: C1=CC(=CC=C1CC(C(=O)O)N)N(CCCl)CCCl.Cl. Drug 2: C1=NC(=NC(=O)N1C2C(C(C(O2)CO)O)O)N. (4) Drug 1: C1CCN(CC1)CCOC2=CC=C(C=C2)C(=O)C3=C(SC4=C3C=CC(=C4)O)C5=CC=C(C=C5)O. Drug 2: C1CN(CCN1C(=O)CCBr)C(=O)CCBr. Cell line: MALME-3M. Synergy scores: CSS=12.7, Synergy_ZIP=-0.735, Synergy_Bliss=2.39, Synergy_Loewe=-0.442, Synergy_HSA=-0.428. (5) Drug 1: C1C(C(OC1N2C=C(C(=O)NC2=O)F)CO)O. Drug 2: CCC1(CC2CC(C3=C(CCN(C2)C1)C4=CC=CC=C4N3)(C5=C(C=C6C(=C5)C78CCN9C7C(C=CC9)(C(C(C8N6C=O)(C(=O)OC)O)OC(=O)C)CC)OC)C(=O)OC)O.OS(=O)(=O)O. Cell line: SN12C. Synergy scores: CSS=36.2, Synergy_ZIP=-9.88, Synergy_Bliss=-0.157, Synergy_Loewe=-2.02, Synergy_HSA=2.17. (6) Drug 1: C1=CC(=CC=C1C#N)C(C2=CC=C(C=C2)C#N)N3C=NC=N3. Drug 2: CC(C)NC(=O)C1=CC=C(C=C1)CNNC.Cl. Cell line: SF-268. Synergy scores: CSS=-1.17, Synergy_ZIP=0.276, Synergy_Bliss=0.227, Synergy_Loewe=-1.25, Synergy_HSA=-1.20. (7) Drug 1: C1=CN(C(=O)N=C1N)C2C(C(C(O2)CO)O)O.Cl. Drug 2: C1C(C(OC1N2C=NC3=C2NC=NCC3O)CO)O. Cell line: TK-10. Synergy scores: CSS=6.02, Synergy_ZIP=-1.80, Synergy_Bliss=3.84, Synergy_Loewe=-0.969, Synergy_HSA=2.47.